This data is from Forward reaction prediction with 1.9M reactions from USPTO patents (1976-2016). The task is: Predict the product of the given reaction. (1) Given the reactants [Cl:1][C:2]1[S:6][C:5]([C:7]([O:9]C)=[O:8])=[CH:4][C:3]=1[C:11]1[N:15]([CH3:16])[N:14]=[N:13][CH:12]=1.[Li+].[OH-], predict the reaction product. The product is: [Cl:1][C:2]1[S:6][C:5]([C:7]([OH:9])=[O:8])=[CH:4][C:3]=1[C:11]1[N:15]([CH3:16])[N:14]=[N:13][CH:12]=1. (2) Given the reactants [N+:1]([C:4]1[CH:13]=[CH:12][CH:11]=[C:10]2[C:5]=1[C:6]([CH:14]=[CH2:15])=[CH:7][N:8]=[CH:9]2)([O-:3])=[O:2].ClC1C=CC=C(C(OO)=[O:24])C=1.C(=O)([O-])O.[Na+], predict the reaction product. The product is: [N+:1]([C:4]1[CH:13]=[CH:12][CH:11]=[C:10]2[C:5]=1[C:6]([CH:14]=[CH2:15])=[CH:7][N+:8]([O-:24])=[CH:9]2)([O-:3])=[O:2]. (3) The product is: [Cl:24][C:25]1[CH:33]=[N:32][CH:31]=[CH:30][C:26]=1[C:27](=[O:28])[CH2:2][C:1]([C:4]1[CH:5]=[C:6]([CH:11]=[CH:12][CH:13]=1)[C:7]([O:9][CH3:10])=[O:8])=[O:3]. Given the reactants [C:1]([C:4]1[CH:5]=[C:6]([CH:11]=[CH:12][CH:13]=1)[C:7]([O:9][CH3:10])=[O:8])(=[O:3])[CH3:2].C[Si]([N-][Si](C)(C)C)(C)C.[Li+].[Cl:24][C:25]1[CH:33]=[N:32][CH:31]=[CH:30][C:26]=1[C:27](Cl)=[O:28].Cl, predict the reaction product. (4) Given the reactants [CH3:1][C:2]([C:4]1[CH:9]=[C:8]([Br:10])[CH:7]=[CH:6][C:5]=1[OH:11])=[O:3].[C:12]1([CH:18]2[CH2:23][CH2:22][C:21](=O)[CH2:20][CH2:19]2)[CH:17]=[CH:16][CH:15]=[CH:14][CH:13]=1.N1CCCC1, predict the reaction product. The product is: [Br:10][C:8]1[CH:9]=[C:4]2[C:5](=[CH:6][CH:7]=1)[O:11][C:21]1([CH2:20][CH2:19][CH:18]([C:12]3[CH:17]=[CH:16][CH:15]=[CH:14][CH:13]=3)[CH2:23][CH2:22]1)[CH2:1][C:2]2=[O:3]. (5) Given the reactants [CH3:1][O:2][C:3]1[CH:8]=[CH:7][C:6]([N:9]2[CH2:14][CH2:13][NH:12][CH2:11][CH2:10]2)=[C:5]([CH:15]2[CH2:20][C:19]([CH3:22])([CH3:21])[CH2:18][C:17]([CH3:24])([CH3:23])[CH2:16]2)[CH:4]=1.[CH:25](=O)[CH2:26][CH2:27][CH3:28].C(O[BH-](OC(=O)C)OC(=O)C)(=O)C.[Na+].C(O)(=O)C.C(=O)([O-])O.[Na+], predict the reaction product. The product is: [CH2:25]([N:12]1[CH2:13][CH2:14][N:9]([C:6]2[CH:7]=[CH:8][C:3]([O:2][CH3:1])=[CH:4][C:5]=2[CH:15]2[CH2:20][C:19]([CH3:22])([CH3:21])[CH2:18][C:17]([CH3:24])([CH3:23])[CH2:16]2)[CH2:10][CH2:11]1)[CH2:26][CH2:27][CH3:28].